This data is from Full USPTO retrosynthesis dataset with 1.9M reactions from patents (1976-2016). The task is: Predict the reactants needed to synthesize the given product. Given the product [S:16]1[CH:20]=[CH:19][C:18]2[C:21]([N:25]3[CH2:30][CH2:29][N:28]([CH2:31][CH2:32][CH2:33][O:34][C:35]4[C:44]5[C:39](=[CH:40][CH:41]=[CH:42][CH:43]=5)[N:38]=[C:37]([C:45]([NH2:3])=[O:46])[CH:36]=4)[CH2:27][CH2:26]3)=[CH:22][CH:23]=[CH:24][C:17]1=2, predict the reactants needed to synthesize it. The reactants are: C([N:3](CC)CC)C.ClC(OCC(C)C)=O.[S:16]1[CH:20]=[CH:19][C:18]2[C:21]([N:25]3[CH2:30][CH2:29][N:28]([CH2:31][CH2:32][CH2:33][O:34][C:35]4[C:44]5[C:39](=[CH:40][CH:41]=[CH:42][CH:43]=5)[N:38]=[C:37]([C:45](O)=[O:46])[CH:36]=4)[CH2:27][CH2:26]3)=[CH:22][CH:23]=[CH:24][C:17]1=2.N.